This data is from Reaction yield outcomes from USPTO patents with 853,638 reactions. The task is: Predict the reaction yield, written as a fraction of the theoretical maximum amount of product (1.0 means a 100% yield; for example, 0.34 means a 34% yield). The reactants are Br[C:2]1[CH:3]=[N:4][N:5]([CH:8]2[CH2:13][CH2:12][CH2:11][CH2:10][O:9]2)[C:6]=1[CH3:7].C([O-])([O-])=O.[Na+].[Na+].[C:20]1([CH2:26][CH2:27][C:28]([N:30]2[CH2:35][CH2:34][CH:33]([CH2:36][N:37]3[C:45]4[C:40](=[CH:41][C:42](B5OC(C)(C)C(C)(C)O5)=[CH:43][CH:44]=4)[CH:39]=[CH:38]3)[CH2:32][CH2:31]2)=[O:29])[CH:25]=[CH:24][CH:23]=[CH:22][CH:21]=1.ClCCl. The catalyst is O1CCOCC1.C1C=CC(P(C2C=CC=CC=2)[C-]2C=CC=C2)=CC=1.C1C=CC(P(C2C=CC=CC=2)[C-]2C=CC=C2)=CC=1.Cl[Pd]Cl.[Fe+2].C(OCC)(=O)C.O. The product is [CH3:7][C:6]1[N:5]([CH:8]2[CH2:13][CH2:12][CH2:11][CH2:10][O:9]2)[N:4]=[CH:3][C:2]=1[C:42]1[CH:41]=[C:40]2[C:45](=[CH:44][CH:43]=1)[N:37]([CH2:36][CH:33]1[CH2:34][CH2:35][N:30]([C:28](=[O:29])[CH2:27][CH2:26][C:20]3[CH:25]=[CH:24][CH:23]=[CH:22][CH:21]=3)[CH2:31][CH2:32]1)[CH:38]=[CH:39]2. The yield is 0.180.